From a dataset of Full USPTO retrosynthesis dataset with 1.9M reactions from patents (1976-2016). Predict the reactants needed to synthesize the given product. (1) Given the product [CH3:13][O:12][C:10](=[O:11])[C:9]([NH:8][C:6]([O:5][C:2]([CH3:1])([CH3:3])[CH3:4])=[O:7])=[CH:33][C:32]1[CH:35]=[CH:36][C:29]([F:28])=[CH:30][C:31]=1[N+:37]([O-:39])=[O:38], predict the reactants needed to synthesize it. The reactants are: [CH3:1][C:2]([O:5][C:6]([NH:8][CH:9](P(OC)(OC)=O)[C:10]([O:12][CH3:13])=[O:11])=[O:7])([CH3:4])[CH3:3].CN(C)C(=N)N(C)C.[F:28][C:29]1[CH:36]=[CH:35][C:32]([CH:33]=O)=[C:31]([N+:37]([O-:39])=[O:38])[CH:30]=1. (2) Given the product [Br:17][C:18]1[CH:19]=[C:20]([O:27][CH3:28])[CH:21]=[C:22]2[C:26]=1[N:25]([C:2]1[C:3](=[O:15])[N:4]([C@H:9]([CH2:12][O:13][CH3:14])[CH2:10][CH3:11])[CH:5]=[C:6]([Cl:8])[N:7]=1)[CH2:24][CH2:23]2, predict the reactants needed to synthesize it. The reactants are: Cl[C:2]1[C:3](=[O:15])[N:4]([C@H:9]([CH2:12][O:13][CH3:14])[CH2:10][CH3:11])[CH:5]=[C:6]([Cl:8])[N:7]=1.Cl.[Br:17][C:18]1[CH:19]=[C:20]([O:27][CH3:28])[CH:21]=[C:22]2[C:26]=1[NH:25][CH2:24][CH2:23]2.